Dataset: NCI-60 drug combinations with 297,098 pairs across 59 cell lines. Task: Regression. Given two drug SMILES strings and cell line genomic features, predict the synergy score measuring deviation from expected non-interaction effect. (1) Drug 1: C1=CC(=CC=C1CCC2=CNC3=C2C(=O)NC(=N3)N)C(=O)NC(CCC(=O)O)C(=O)O. Cell line: U251. Drug 2: C1=CC(=C2C(=C1NCCNCCO)C(=O)C3=C(C=CC(=C3C2=O)O)O)NCCNCCO. Synergy scores: CSS=56.5, Synergy_ZIP=-1.89, Synergy_Bliss=-2.96, Synergy_Loewe=1.44, Synergy_HSA=3.79. (2) Drug 1: CC1CCC2CC(C(=CC=CC=CC(CC(C(=O)C(C(C(=CC(C(=O)CC(OC(=O)C3CCCCN3C(=O)C(=O)C1(O2)O)C(C)CC4CCC(C(C4)OC)OCCO)C)C)O)OC)C)C)C)OC. Drug 2: C1=NNC2=C1C(=O)NC=N2. Cell line: IGROV1. Synergy scores: CSS=13.9, Synergy_ZIP=-12.0, Synergy_Bliss=-6.90, Synergy_Loewe=-29.0, Synergy_HSA=-6.40. (3) Synergy scores: CSS=-3.77, Synergy_ZIP=0.856, Synergy_Bliss=-2.54, Synergy_Loewe=-5.72, Synergy_HSA=-4.65. Drug 1: CN(C)C1=NC(=NC(=N1)N(C)C)N(C)C. Cell line: EKVX. Drug 2: C1=CN(C=N1)CC(O)(P(=O)(O)O)P(=O)(O)O.